This data is from Full USPTO retrosynthesis dataset with 1.9M reactions from patents (1976-2016). The task is: Predict the reactants needed to synthesize the given product. (1) The reactants are: [CH2:1]([O:3][CH2:4][C:5]1[N:6]([CH2:19][C:20]([OH:23])([CH3:22])[CH3:21])[C:7]2[C:16]3[CH:15]=[CH:14][C:13]([OH:17])=[CH:12][C:11]=3[N:10]=[CH:9][C:8]=2[N:18]=1)[CH3:2].C(OC1C=[C:34]([CH:36]=CC=1)[NH2:35])C1C=CC=CC=1.N[CH2:40][C:41]([CH3:44])([OH:43])[CH3:42].[CH2:45]([O:52]C1C=CC(N)=CC=1)C1C=CC=CC=1.C([NH2:63])CC. Given the product [NH2:63][C:9]1[C:8]2[N:18]=[C:5]([CH2:4][O:3][CH2:1][CH3:2])[N:6]([CH2:19][C:20]([OH:23])([CH3:22])[CH3:21])[C:7]=2[C:16]2[CH:15]=[CH:14][C:13]([O:17][CH2:36][CH2:34][NH:35][C:45](=[O:52])[O:43][C:41]([CH3:44])([CH3:42])[CH3:40])=[CH:12][C:11]=2[N:10]=1, predict the reactants needed to synthesize it. (2) Given the product [CH3:16][C:17]1[C:18]([NH:23][C:9](=[O:10])[O:11][C:12]([CH3:13])([CH3:14])[CH3:15])=[N:19][CH:20]=[CH:21][CH:22]=1, predict the reactants needed to synthesize it. The reactants are: [CH3:13][C:12]([O:11][C:9](O[C:9]([O:11][C:12]([CH3:15])([CH3:14])[CH3:13])=[O:10])=[O:10])([CH3:15])[CH3:14].[CH3:16][C:17]1[C:18]([NH2:23])=[N:19][CH:20]=[CH:21][CH:22]=1.C(=O)([O-])[O-].[Cs+].[Cs+]. (3) Given the product [F:30][C:28]([F:29])([F:31])[C:26]1[CH:25]=[CH:24][N:23]2[C:19]([C:2]3[N:7]=[C:6]([C:8]4[CH:13]=[CH:12][CH:11]=[CH:10][N:9]=4)[CH:5]=[CH:4][CH:3]=3)=[CH:20][N:21]=[C:22]2[N:27]=1, predict the reactants needed to synthesize it. The reactants are: Br[C:2]1[N:7]=[C:6]([C:8]2[CH:13]=[CH:12][CH:11]=[CH:10][N:9]=2)[CH:5]=[CH:4][CH:3]=1.C([Sn](CCCC)(CCCC)[C:19]1[N:23]2[CH:24]=[CH:25][C:26]([C:28]([F:31])([F:30])[F:29])=[N:27][C:22]2=[N:21][CH:20]=1)CCC. (4) The reactants are: C([NH:5][S:6]([C:9]1[CH:14]=[CH:13][CH:12]=[C:11]([C:15]2[N:16]=[CH:17][N:18]([C:20]3[N:25]=[C:24]([C:26]4[S:27][C:28]([Cl:31])=[CH:29][CH:30]=4)[CH:23]=[C:22]([C:32]([F:35])([F:34])[F:33])[N:21]=3)[CH:19]=2)[CH:10]=1)(=[O:8])=[O:7])(C)(C)C.C(O)(C(F)(F)F)=O. Given the product [Cl:31][C:28]1[S:27][C:26]([C:24]2[CH:23]=[C:22]([C:32]([F:35])([F:34])[F:33])[N:21]=[C:20]([N:18]3[CH:19]=[C:15]([C:11]4[CH:10]=[C:9]([S:6]([NH2:5])(=[O:8])=[O:7])[CH:14]=[CH:13][CH:12]=4)[N:16]=[CH:17]3)[N:25]=2)=[CH:30][CH:29]=1, predict the reactants needed to synthesize it. (5) The reactants are: [CH:1]1[C:6]2[NH:7][C:8]3[C:9](=[CH:10][CH:11]=[C:12]4[C:20]=3[NH:19][C:18]3[C:13]4=[CH:14][CH:15]=[CH:16][CH:17]=3)[C:5]=2[CH:4]=[CH:3][CH:2]=1.I[C:22]1[CH:27]=[CH:26][CH:25]=[CH:24][C:23]=1[SH:28].C([O-])([O-])=O.[K+].[K+]. Given the product [CH:1]1[CH:2]=[CH:3][CH:4]=[C:5]2[C:6]=1[NH:7][C:8]1[C:9]2=[CH:10][CH:11]=[C:12]2[C:20]=1[N:19]([C:22]1[CH:27]=[CH:26][CH:25]=[CH:24][C:23]=1[SH:28])[C:18]1[C:13]2=[CH:14][CH:15]=[CH:16][CH:17]=1, predict the reactants needed to synthesize it.